Dataset: Retrosynthesis with 50K atom-mapped reactions and 10 reaction types from USPTO. Task: Predict the reactants needed to synthesize the given product. (1) Given the product CN1CCN(c2ccn(C)n2)C1=O, predict the reactants needed to synthesize it. The reactants are: CN1CCNC1=O.Cn1ccc(I)n1. (2) Given the product CC(C)c1cc2c(NC3CCC(N)CC3)ncnc2s1, predict the reactants needed to synthesize it. The reactants are: CC(C)c1cc2c(Cl)ncnc2s1.NC1CCC(N)CC1. (3) Given the product COC(=O)c1cc(F)ccc1C#N, predict the reactants needed to synthesize it. The reactants are: COC(=O)c1cc(F)ccc1Br.N#C[Cu]. (4) Given the product CCOC(Cc1ccc(OCCN(C)C2c3ccccc3CCc3ccccc32)cc1)C(=O)O, predict the reactants needed to synthesize it. The reactants are: CCOC(=O)C(Cc1ccc(OCCN(C)C2c3ccccc3CCc3ccccc32)cc1)OCC. (5) Given the product COc1ccc(C(=O)Cc2c(Cl)c[n+]([O-])cc2Cl)c2c1OC1(CCCC1)O2, predict the reactants needed to synthesize it. The reactants are: COc1ccc(C(=O)Cc2c(Cl)cncc2Cl)c2c1OC1(CCCC1)O2.O=C(OO)c1cccc(Cl)c1.